Dataset: CYP1A2 inhibition data for predicting drug metabolism from PubChem BioAssay. Task: Regression/Classification. Given a drug SMILES string, predict its absorption, distribution, metabolism, or excretion properties. Task type varies by dataset: regression for continuous measurements (e.g., permeability, clearance, half-life) or binary classification for categorical outcomes (e.g., BBB penetration, CYP inhibition). Dataset: cyp1a2_veith. The molecule is CNc1cc(CSC)nc(SCc2ccc(Cl)c(Cl)c2)n1. The result is 1 (inhibitor).